Dataset: Full USPTO retrosynthesis dataset with 1.9M reactions from patents (1976-2016). Task: Predict the reactants needed to synthesize the given product. Given the product [O:4]=[C:3]([NH:5][C:6]1[CH:14]=[CH:13][CH:12]=[C:11]2[C:7]=1[CH:8]=[N:9][N:10]2[CH2:15][CH2:16][N:17]1[CH2:18][CH2:19][CH2:20][CH2:21]1)[CH2:2][NH:1][C:36](=[O:51])[C:33]1[CH:32]=[CH:31][C:30]([O:29][C:22]2[CH:23]=[CH:28][CH:27]=[CH:26][CH:25]=2)=[CH:35][CH:34]=1, predict the reactants needed to synthesize it. The reactants are: [NH2:1][CH2:2][C:3]([NH:5][C:6]1[CH:14]=[CH:13][CH:12]=[C:11]2[C:7]=1[CH:8]=[N:9][N:10]2[CH2:15][CH2:16][N:17]1[CH2:21][CH2:20][CH2:19][CH2:18]1)=[O:4].[CH2:22]([O:29][C:30]1[CH:35]=[CH:34][C:33]([CH2:36]C(O)=O)=[CH:32][CH:31]=1)[C:23]1[CH:28]=[CH:27][CH:26]=[CH:25]C=1.Cl.C(N=C=NC(C)(C)CC)C.[OH:51]N1C2C=CC=CC=2N=N1.CN1CCOCC1.